This data is from Full USPTO retrosynthesis dataset with 1.9M reactions from patents (1976-2016). The task is: Predict the reactants needed to synthesize the given product. (1) Given the product [ClH:19].[NH:10]1[CH2:9][CH:8]([C:3]2[C:2]([Br:1])=[CH:7][CH:6]=[CH:5][N:4]=2)[CH2:11]1, predict the reactants needed to synthesize it. The reactants are: [Br:1][C:2]1[C:3]([CH:8]2[CH2:11][N:10](C(OC(C)(C)C)=O)[CH2:9]2)=[N:4][CH:5]=[CH:6][CH:7]=1.[ClH:19]. (2) The reactants are: C(P1(=O)OP(CCC)(=O)OP(CCC)(=O)O1)CC.[N:19]1[S:23][N:22]=[C:21]2[CH:24]=[C:25]([CH2:28][C:29]([OH:31])=O)[CH:26]=[CH:27][C:20]=12.[CH3:32][NH:33][CH3:34].C(=O)(O)[O-].[Na+]. Given the product [N:19]1[S:23][N:22]=[C:21]2[CH:24]=[C:25]([CH2:28][C:29]([N:33]([CH3:34])[CH3:32])=[O:31])[CH:26]=[CH:27][C:20]=12, predict the reactants needed to synthesize it.